Predict the reaction yield, written as a fraction of the theoretical maximum amount of product (1.0 means a 100% yield; for example, 0.34 means a 34% yield). From a dataset of Reaction yield outcomes from USPTO patents with 853,638 reactions. (1) The yield is 0.800. The reactants are [OH:1][CH:2]1[C:11]2[C:6](=[CH:7][CH:8]=[CH:9][CH:10]=2)[S:5][C:4]2([CH2:16][CH2:15][N:14]([C:17]([C:19]3[CH:24]=[CH:23][C:22]([O:25][CH:26]([CH3:28])[CH3:27])=[C:21]([O:29][CH3:30])[CH:20]=3)=[O:18])[CH2:13][CH2:12]2)[CH2:3]1.[CH3:31]N(C=O)C.[H-].[Na+].CI. The catalyst is CO. The product is [CH:26]([O:25][C:22]1[CH:23]=[CH:24][C:19]([C:17]([N:14]2[CH2:15][CH2:16][C:4]3([CH2:3][CH:2]([O:1][CH3:31])[C:11]4[C:6](=[CH:7][CH:8]=[CH:9][CH:10]=4)[S:5]3)[CH2:12][CH2:13]2)=[O:18])=[CH:20][C:21]=1[O:29][CH3:30])([CH3:27])[CH3:28]. (2) The reactants are Cl.[C:2](=[NH:6])([NH2:5])[CH2:3][CH3:4].C[O-].[Na+].[C:10]([C:12]1[CH:17]=[CH:16][CH:15]=[CH:14][C:13]=1[C:18]1[CH:23]=[CH:22][C:21]([CH2:24][CH:25]([C:30](=O)[CH2:31][CH2:32][CH3:33])[C:26](OC)=[O:27])=[CH:20][CH:19]=1)#[N:11]. The catalyst is CO. The product is [CH2:3]([C:2]1[NH:6][C:26](=[O:27])[C:25]([CH2:24][C:21]2[CH:22]=[CH:23][C:18]([C:13]3[C:12]([C:10]#[N:11])=[CH:17][CH:16]=[CH:15][CH:14]=3)=[CH:19][CH:20]=2)=[C:30]([CH2:31][CH2:32][CH3:33])[N:5]=1)[CH3:4]. The yield is 0.820. (3) The reactants are [Cl:1][C:2]1[CH:8]=[C:7]([O:9][C:10]2[C:19]3[C:14](=[CH:15][C:16]([O:22][CH3:23])=[C:17]([O:20][CH3:21])[CH:18]=3)[N:13]=[CH:12][N:11]=2)[CH:6]=[CH:5][C:3]=1[NH2:4].C(N(CC)CC)C.ClC(Cl)(O[C:35](=[O:41])OC(Cl)(Cl)Cl)Cl.[CH2:43]([N:50]1[CH2:55][CH2:54][CH:53]([NH2:56])[CH2:52][CH2:51]1)[C:44]1[CH:49]=[CH:48][CH:47]=[CH:46][CH:45]=1. The catalyst is C(Cl)(Cl)Cl.O. The product is [CH2:43]([N:50]1[CH2:55][CH2:54][CH:53]([NH:56][C:35]([NH:4][C:3]2[CH:5]=[CH:6][C:7]([O:9][C:10]3[C:19]4[C:14](=[CH:15][C:16]([O:22][CH3:23])=[C:17]([O:20][CH3:21])[CH:18]=4)[N:13]=[CH:12][N:11]=3)=[CH:8][C:2]=2[Cl:1])=[O:41])[CH2:52][CH2:51]1)[C:44]1[CH:45]=[CH:46][CH:47]=[CH:48][CH:49]=1. The yield is 1.00. (4) The reactants are ClC(OC(Cl)=O)C.COC1C=C(OC)C=CC=1C[N:13]1[CH2:26][CH:25]([CH3:27])[N:16]2[CH2:17][C:18]3[CH:19]=[CH:20][CH:21]=[CH:22][C:23]=3[CH2:24][C@@H:15]2[CH2:14]1.C(Cl)Cl.C([O-])(O)=O.[Na+]. The catalyst is ClCCCl. The product is [CH3:27][CH:25]1[N:16]2[CH2:17][C:18]3[CH:19]=[CH:20][CH:21]=[CH:22][C:23]=3[CH2:24][C@@H:15]2[CH2:14][NH:13][CH2:26]1. The yield is 0.550.